From a dataset of Reaction yield outcomes from USPTO patents with 853,638 reactions. Predict the reaction yield, written as a fraction of the theoretical maximum amount of product (1.0 means a 100% yield; for example, 0.34 means a 34% yield). (1) The reactants are [C:1]([C:3]([C:6]1[CH:7]=[C:8]([CH:33]=[CH:34][CH:35]=1)[C:9]([NH:11][C:12]1[CH:13]=[CH:14][C:15]([CH3:32])=[C:16]([N:18]2[C:27](=[O:28])[C:26]3[C:21](=[C:22](C(O)=O)[CH:23]=[CH:24][CH:25]=3)[N:20]=[CH:19]2)[CH:17]=1)=[O:10])([CH3:5])[CH3:4])#[N:2].C1(P([N:50]=[N+]=[N-])(C2C=CC=CC=2)=O)C=CC=CC=1.CCN(C(C)C)C(C)C.Cl. The catalyst is C(O)(C)(C)C.O1CCOCC1. The product is [NH2:50][C:22]1[CH:23]=[CH:24][CH:25]=[C:26]2[C:21]=1[N:20]=[CH:19][N:18]([C:16]1[CH:17]=[C:12]([NH:11][C:9](=[O:10])[C:8]3[CH:33]=[CH:34][CH:35]=[C:6]([C:3]([C:1]#[N:2])([CH3:4])[CH3:5])[CH:7]=3)[CH:13]=[CH:14][C:15]=1[CH3:32])[C:27]2=[O:28]. The yield is 0.350. (2) The yield is 0.910. The catalyst is [Pd].C1(P(C2C=CC=CC=2)C2C=CC=CC=2)C=CC=CC=1.C1(P(C2C=CC=CC=2)C2C=CC=CC=2)C=CC=CC=1.C1(P(C2C=CC=CC=2)C2C=CC=CC=2)C=CC=CC=1.C1(P(C2C=CC=CC=2)C2C=CC=CC=2)C=CC=CC=1.COCCOC. The reactants are Br[C:2]1[CH:24]=[CH:23][C:5]([C:6]([NH:8][C:9]2[CH:14]=[CH:13][CH:12]=[CH:11][C:10]=2[NH:15][C:16](=[O:22])[O:17][C:18]([CH3:21])([CH3:20])[CH3:19])=[O:7])=[CH:4][C:3]=1[F:25].[N:26]1[CH:31]=[CH:30][CH:29]=[C:28](B(O)O)[CH:27]=1.C(=O)([O-])O.[Na+]. The product is [C:18]([O:17][C:16]([NH:15][C:10]1[CH:11]=[CH:12][CH:13]=[CH:14][C:9]=1[NH:8][C:6](=[O:7])[C:5]1[CH:23]=[CH:24][C:2]([C:28]2[CH:27]=[N:26][CH:31]=[CH:30][CH:29]=2)=[C:3]([F:25])[CH:4]=1)=[O:22])([CH3:21])([CH3:20])[CH3:19]. (3) The reactants are [CH:1]([C:4]1[CH:9]=[CH:8][C:7]([CH:10]2[C:14]3[C:15]([CH3:28])=[C:16]([NH:20][C:21](=[O:27])[CH2:22][C:23]([CH3:26])([CH3:25])[CH3:24])[C:17]([CH3:19])=[CH:18][C:13]=3[O:12][CH2:11]2)=[CH:6][CH:5]=1)([CH3:3])[CH3:2].[CH3:29][O:30]C(Cl)Cl.O. The catalyst is ClCCl.[Ti](Cl)(Cl)(Cl)Cl. The product is [CH:29]([C:18]1[C:13]2[O:12][CH2:11][CH:10]([C:7]3[CH:6]=[CH:5][C:4]([CH:1]([CH3:2])[CH3:3])=[CH:9][CH:8]=3)[C:14]=2[C:15]([CH3:28])=[C:16]([NH:20][C:21](=[O:27])[CH2:22][C:23]([CH3:26])([CH3:25])[CH3:24])[C:17]=1[CH3:19])=[O:30]. The yield is 0.750.